From a dataset of Full USPTO retrosynthesis dataset with 1.9M reactions from patents (1976-2016). Predict the reactants needed to synthesize the given product. (1) Given the product [NH2:32][C:17]1[N:18]([CH3:21])[C:19](=[O:20])[C@:5]2([N:16]=1)[C:4]1[CH:3]=[C:2]([Br:1])[CH:11]=[CH:10][C:9]=1[O:8][C@H:7]1[CH2:12][CH2:13][CH2:14][O:15][C@H:6]21, predict the reactants needed to synthesize it. The reactants are: [Br:1][C:2]1[CH:11]=[CH:10][C:9]2[O:8][C@H:7]3[CH2:12][CH2:13][CH2:14][O:15][C@@H:6]3[C@:5]3([C:19](=[O:20])[N:18]([CH3:21])[C:17](=S)[NH:16]3)[C:4]=2[CH:3]=1.CO.C(OO)(C)(C)C.[OH-].[NH4+:32]. (2) Given the product [F:42][C:41]1[CH:40]=[CH:39][C:36]([C:37]#[N:38])=[CH:35][C:34]=1[NH:33][C:22]1[CH:21]=[C:20]([C:18]2[N:19]=[C:14]([N:11]3[CH2:12][CH2:13][NH:8][CH2:9][CH2:10]3)[C:15]3[C:30]([O:31][CH3:32])=[CH:29][N:28]=[CH:27][C:16]=3[N:17]=2)[CH:25]=[CH:24][N:23]=1, predict the reactants needed to synthesize it. The reactants are: C(OC([N:8]1[CH2:13][CH2:12][N:11]([C:14]2[C:15]3[C:30]([O:31][CH3:32])=[CH:29][N:28]=[CH:27][C:16]=3[N:17]=[C:18]([C:20]3[CH:25]=[CH:24][N:23]=[C:22](Cl)[CH:21]=3)[N:19]=2)[CH2:10][CH2:9]1)=O)(C)(C)C.[NH2:33][C:34]1[CH:35]=[C:36]([CH:39]=[CH:40][C:41]=1[F:42])[C:37]#[N:38]. (3) Given the product [Cl:26][C:27]1[CH:35]=[CH:34][C:30]([C:31]([NH:1][C:2]2[CH:11]=[C:10]3[C:5]([CH:6]=[CH:7][N:8]=[C:9]3[N:12]3[CH2:13][CH2:14][N:15]([CH3:18])[CH2:16][CH2:17]3)=[CH:4][CH:3]=2)=[O:32])=[CH:29][CH:28]=1, predict the reactants needed to synthesize it. The reactants are: [NH2:1][C:2]1[CH:11]=[C:10]2[C:5]([CH:6]=[CH:7][N:8]=[C:9]2[N:12]2[CH2:17][CH2:16][N:15]([CH3:18])[CH2:14][CH2:13]2)=[CH:4][CH:3]=1.CCN(CC)CC.[Cl:26][C:27]1[CH:35]=[CH:34][C:30]([C:31](Cl)=[O:32])=[CH:29][CH:28]=1. (4) Given the product [CH2:8]([O:7][C:5](=[O:6])[C@@H:4]([NH:15][C:16]([O:18][C:19]([CH3:22])([CH3:21])[CH3:20])=[O:17])[CH2:3][C:2](=[S:33])[NH2:1])[C:9]1[CH:14]=[CH:13][CH:12]=[CH:11][CH:10]=1, predict the reactants needed to synthesize it. The reactants are: [NH2:1][C:2](=O)[CH2:3][C@H:4]([NH:15][C:16]([O:18][C:19]([CH3:22])([CH3:21])[CH3:20])=[O:17])[C:5]([O:7][CH2:8][C:9]1[CH:14]=[CH:13][CH:12]=[CH:11][CH:10]=1)=[O:6].COC1C=CC(P2(SP(C3C=CC(OC)=CC=3)(=S)S2)=[S:33])=CC=1.NN. (5) Given the product [ClH:1].[Cl:1][C:2]1[CH:3]=[C:4]([NH:8][C:9]2[C:14]3[N:15]=[CH:16][N:17]([CH3:18])[C:13]=3[C:12]([C:19]([N:24]3[CH2:29][CH2:28][O:27][CH2:26][CH2:25]3)=[O:21])=[CH:11][N:10]=2)[CH:5]=[CH:6][CH:7]=1, predict the reactants needed to synthesize it. The reactants are: [Cl:1][C:2]1[CH:3]=[C:4]([NH:8][C:9]2[C:14]3[N:15]=[CH:16][N:17]([CH3:18])[C:13]=3[C:12]([C:19]([OH:21])=O)=[CH:11][N:10]=2)[CH:5]=[CH:6][CH:7]=1.C([N:24]1[CH2:29][CH2:28][O:27][CH2:26][CH2:25]1)C.N1CCOCC1.O.ON1C2C=CC=CC=2N=N1.Cl.CN(C)CCCN=C=NCC.